From a dataset of Experimentally validated miRNA-target interactions with 360,000+ pairs, plus equal number of negative samples. Binary Classification. Given a miRNA mature sequence and a target amino acid sequence, predict their likelihood of interaction. (1) The miRNA is hsa-miR-144-5p with sequence GGAUAUCAUCAUAUACUGUAAG. The protein sequence of the target gene is MAGLNSLEAVKRKIQALQQQADDAEDRAQGLQRELDGERERREKAEGDAAALNRRIQLLEEELDRAQEQLATALQNLEEAEKAADESERGMKVIENRAMKDEEKMEILEMQLKEAKHITDEADRKYEEVARKLVILEGELKRAEERAEVSELKCGDLEEELKNVTNNLKSLEAASEKYSEKEDKYEEEIKLLSDKLKEAETRAEFAERTVSKLEKTIDDLEEKLAQAKEENVGLHQTLDQTLNELNCI. Result: 0 (no interaction). (2) The protein sequence of the target gene is MDCCASRSCSVPTGPATTICSSDKSCRCGVCLPSTCPHTVWLLEPICCDNCPPPCHIPQPCVPTCFLLNSCQPTPGLETLNLTTFTQPCCEPCLPRGC. Result: 0 (no interaction). The miRNA is hsa-miR-522-5p with sequence CUCUAGAGGGAAGCGCUUUCUG.